This data is from Full USPTO retrosynthesis dataset with 1.9M reactions from patents (1976-2016). The task is: Predict the reactants needed to synthesize the given product. (1) Given the product [Si:21]([O:24][CH2:25][CH2:26][N:10]1[C:3]2[C:2]([Cl:1])=[N:7][CH:6]=[N:5][C:4]=2[CH:8]=[CH:9]1)([C:17]([CH3:20])([CH3:19])[CH3:18])([CH3:23])[CH3:22], predict the reactants needed to synthesize it. The reactants are: [Cl:1][C:2]1[C:3]2[NH:10][CH:9]=[CH:8][C:4]=2[N:5]=[CH:6][N:7]=1.C(=O)([O-])[O-].[Cs+].[Cs+].[C:17]([Si:21]([O:24][CH2:25][CH2:26]I)([CH3:23])[CH3:22])([CH3:20])([CH3:19])[CH3:18]. (2) Given the product [Cl:1][C:2]1[CH:7]=[C:6]([OH:8])[CH:5]=[CH:4][C:3]=1[CH:10]([CH3:29])[C:11]([C:17]1[CH:18]=[CH:19][C:20]2[O:25][CH2:24][C:23](=[O:26])[N:22]([CH3:27])[C:21]=2[CH:28]=1)([OH:16])[C:12]([F:13])([F:14])[F:15], predict the reactants needed to synthesize it. The reactants are: [Cl:1][C:2]1[CH:7]=[C:6]([O:8]C)[CH:5]=[CH:4][C:3]=1[CH:10]([CH3:29])[C:11]([C:17]1[CH:18]=[CH:19][C:20]2[O:25][CH2:24][C:23](=[O:26])[N:22]([CH3:27])[C:21]=2[CH:28]=1)([OH:16])[C:12]([F:15])([F:14])[F:13].B(Br)(Br)Br.